From a dataset of NCI-60 drug combinations with 297,098 pairs across 59 cell lines. Regression. Given two drug SMILES strings and cell line genomic features, predict the synergy score measuring deviation from expected non-interaction effect. (1) Drug 1: C1C(C(OC1N2C=C(C(=O)NC2=O)F)CO)O. Drug 2: C1CN1C2=NC(=NC(=N2)N3CC3)N4CC4. Cell line: HCT116. Synergy scores: CSS=51.9, Synergy_ZIP=-5.02, Synergy_Bliss=-7.71, Synergy_Loewe=-7.13, Synergy_HSA=-1.47. (2) Drug 1: CNC(=O)C1=CC=CC=C1SC2=CC3=C(C=C2)C(=NN3)C=CC4=CC=CC=N4. Drug 2: CC1C(C(=O)NC(C(=O)N2CCCC2C(=O)N(CC(=O)N(C(C(=O)O1)C(C)C)C)C)C(C)C)NC(=O)C3=C4C(=C(C=C3)C)OC5=C(C(=O)C(=C(C5=N4)C(=O)NC6C(OC(=O)C(N(C(=O)CN(C(=O)C7CCCN7C(=O)C(NC6=O)C(C)C)C)C)C(C)C)C)N)C. Cell line: HT29. Synergy scores: CSS=24.0, Synergy_ZIP=19.9, Synergy_Bliss=18.6, Synergy_Loewe=15.1, Synergy_HSA=16.6.